Dataset: Peptide-MHC class II binding affinity with 134,281 pairs from IEDB. Task: Regression. Given a peptide amino acid sequence and an MHC pseudo amino acid sequence, predict their binding affinity value. This is MHC class II binding data. (1) The peptide sequence is VMELYADVVPKTAEN. The MHC is HLA-DPA10201-DPB10101 with pseudo-sequence YAFFQFSGGAILNTLYGQFEYFAIEKVRVHLDVT. The binding affinity (normalized) is 0.301. (2) The binding affinity (normalized) is 0.317. The MHC is DRB1_1201 with pseudo-sequence DRB1_1201. The peptide sequence is KDKWIELKESWGAIWRIDTP.